From a dataset of Experimentally validated miRNA-target interactions with 360,000+ pairs, plus equal number of negative samples. Binary Classification. Given a miRNA mature sequence and a target amino acid sequence, predict their likelihood of interaction. (1) The miRNA is hsa-miR-5682 with sequence GUAGCACCUUGCAGGAUAAGGU. Result: 1 (interaction). The protein sequence of the target gene is MDFSRNLYDIGEQLDSEDLASLKFLSLDYIPQRKQEPIKDALMLFQRLQEKRMLEESNLSFLKELLFRINRLDLLITYLNTRKEEMERELQTPGRAQISAYRVMLYQISEEVSRSELRSFKFLLQEEISKCKLDDDMNLLDIFIEMEKRVILGEGKLDILKRVCAQINKSLLKIINDYEEFSKERSSSLEGSPDEFSNGEELCGVMTISDSPREQDSESQTLDKVYQMKSKPRGYCLIINNHNFAKAREKVPKLHSIRDRNGTHLDAGALTTTFEELHFEIKPHDDCTVEQIYEILKIYQ.... (2) The miRNA is mmu-miR-466a-5p with sequence UAUGUGUGUGUACAUGUACAUA. The protein sequence of the target gene is MDFLNASDQNLTSEELLNRMPSKILVSLTLSGLALMTTTINSLVIAAIIVTRKLHHPANYLICSLAVTDFLVAVLVMPFSIVYIVRESWIMGQVLCDIWLSVDIICCTCSILHLSAIALDRYRAITDAVEYARKRTPRHAGIMITIVWVISVFISMPPLFWRHQGTSRDDECVIKHDHIVSTIYSTFGAFYIPLVLILILYYKIYRAARTLYHKRQASRMIKEELNGQVFLESGEKSIKLVSTSYMLEKSLSDPSTDFDRIHSTVKSPRSELKHEKSWRRQKISGTRERKAATTLGLILG.... Result: 1 (interaction). (3) The miRNA is rno-miR-451-5p with sequence AAACCGUUACCAUUACUGAGUU. The protein sequence of the target gene is MSIYFPIHCPDYLRSAKMTEVMMNTQPMEEIGLSPRKDGLSYQIFPDPSDFDRCCKLKDRLPSIVVEPTEGEVESGELRWPPEEFLVQEDEQDNCEETAKENKEQ. Result: 0 (no interaction). (4) The miRNA is mmu-miR-677-5p with sequence UUCAGUGAUGAUUAGCUUCUGA. The protein sequence of the target gene is MLSSVMAPLWACILVAAGILATDTHHPQDSALYHLSKQLLQKYHKEVRPVYNWTKATTVYLDLFVHAILDVDAENQILKTSVWYQEVWNDEFLSWNSSMFDEIREISLPLSAIWAPDIIINEFVDIERYPDLPYVYVNSSGTIENYKPIQVVSACSLETYAFPFDVQNCSLTFKSILHTVEDVDLAFLRSPEDIQHDKKAFLNDSEWELLSVSSTYSILQSSAGGFAQIQFNVVMRRHPLVYVVSLLIPSIFLMLVDLGSFYLPPNCRARIVFKTSVLVGYTVFRVNMSNQVPRSVGSTP.... Result: 0 (no interaction). (5) The miRNA is mmu-miR-486b-5p with sequence UCCUGUACUGAGCUGCCCCGAG. The protein sequence of the target gene is MTAPGAAGRCPPTTWLGSLLLLVCLLASRSITEEVSEYCSHMIGSGHLQSLQRLIDSQMETSCQITFEFVDQEQLKDPVCYLKKAFLLVQDIMEDTMRFRDNTPNAIAIVQLQELSLRLKSCFTKDYEEHDKACVRTFYETPLQLLEKVKNVFNETKNLLDKDWNIFSKNCNNSFAECSSQDVVTKPDCNCLYPKAIPSSDPASVSPHQPLAPSMAPVAGLTWEDSEGTEGSSLLPGEQPLHTVDPGSAKQRPPRSTCQSFEPPETPVVKDSTIGGSPQPRPSVGAFNPGMEDILDSAMG.... Result: 0 (no interaction).